From a dataset of Reaction yield outcomes from USPTO patents with 853,638 reactions. Predict the reaction yield, written as a fraction of the theoretical maximum amount of product (1.0 means a 100% yield; for example, 0.34 means a 34% yield). (1) The reactants are [Cl:1][C:2]1[C:3]([F:45])=[C:4]([C@@H:8]2[C@:12]([C:15]3[CH:20]=[CH:19][C:18]([Cl:21])=[CH:17][C:16]=3[F:22])([C:13]#[N:14])[C@H:11]([CH2:23][C:24]([CH3:27])([CH3:26])[CH3:25])[NH:10][C@H:9]2[C:28]([NH:30][C:31]2[CH:43]=[CH:42][C:34]([C:35]([O:37]C(C)(C)C)=[O:36])=[C:33]([F:44])[CH:32]=2)=[O:29])[CH:5]=[CH:6][CH:7]=1.C(O)(C(F)(F)F)=O. The catalyst is C(Cl)Cl. The product is [Cl:21][C:18]1[CH:19]=[CH:20][C:15]([C@@:12]2([C:13]#[N:14])[C@H:11]([CH2:23][C:24]([CH3:27])([CH3:26])[CH3:25])[NH:10][C@@H:9]([C:28]([NH:30][C:31]3[CH:43]=[CH:42][C:34]([C:35]([OH:37])=[O:36])=[C:33]([F:44])[CH:32]=3)=[O:29])[C@@H:8]2[C:4]2[CH:5]=[CH:6][CH:7]=[C:2]([Cl:1])[C:3]=2[F:45])=[C:16]([F:22])[CH:17]=1. The yield is 0.930. (2) The reactants are C([Sn](CCCC)(CCCC)[C:6]([O:8][CH2:9][CH3:10])=[CH2:7])CCC.Br[C:20]1[S:24][C:23]([C:25]2[S:26][C:27](Br)=[CH:28][N:29]=2)=[N:22][CH:21]=1.[F-].[K+]. The catalyst is CN(C)C=O.CCOCC.Cl[Pd](Cl)([P](C1C=CC=CC=1)(C1C=CC=CC=1)C1C=CC=CC=1)[P](C1C=CC=CC=1)(C1C=CC=CC=1)C1C=CC=CC=1. The product is [CH2:9]([O:8][C:6]([C:20]1[S:24][C:23]([C:25]2[S:26][C:27]([C:6]([O:8][CH2:9][CH3:10])=[CH2:7])=[CH:28][N:29]=2)=[N:22][CH:21]=1)=[CH2:7])[CH3:10]. The yield is 0.960. (3) The reactants are [C:1]1([CH3:14])[CH:6]=[CH:5][C:4]([C:7]23[CH2:12][CH:11]2[CH2:10][CH2:9][C:8]3=O)=[CH:3][CH:2]=1.[CH3:15][NH:16][CH3:17].C(O[BH-](OC(=O)C)OC(=O)C)(=O)C.[Na+].[Cl:32]CCl. The catalyst is Cl[Ti](Cl)(Cl)Cl. The product is [ClH:32].[CH3:15][N:16]([CH3:17])[CH:8]1[CH2:9][CH2:10][CH:11]2[C:7]1([C:4]1[CH:5]=[CH:6][C:1]([CH3:14])=[CH:2][CH:3]=1)[CH2:12]2. The yield is 0.420.